This data is from Forward reaction prediction with 1.9M reactions from USPTO patents (1976-2016). The task is: Predict the product of the given reaction. (1) The product is: [CH2:1]([N:8]1[C:16]2[C:11](=[CH:12][CH:13]=[CH:14][CH:15]=2)[C:10]([C:18]2[CH:23]=[C:22]([CH3:24])[CH:21]=[C:20]([CH3:25])[CH:19]=2)([C:32]2[CH:31]=[C:30]([CH3:34])[C:29]([OH:35])=[C:28]([CH3:27])[CH:33]=2)[C:9]1=[O:26])[C:2]1[CH:3]=[CH:4][CH:5]=[CH:6][CH:7]=1. Given the reactants [CH2:1]([N:8]1[C:16]2[C:11](=[CH:12][CH:13]=[CH:14][CH:15]=2)[C:10]([C:18]2[CH:23]=[C:22]([CH3:24])[CH:21]=[C:20]([CH3:25])[CH:19]=2)(O)[C:9]1=[O:26])[C:2]1[CH:7]=[CH:6][CH:5]=[CH:4][CH:3]=1.[CH3:27][C:28]1[CH:33]=[CH:32][CH:31]=[C:30]([CH3:34])[C:29]=1[OH:35], predict the reaction product. (2) The product is: [NH2:13][C@H:10]1[CH2:11][CH2:12][C@H:8]([C:6]2[O:5][N:4]=[C:3]([CH:2]([C:21]3[CH:22]=[CH:23][CH:24]=[CH:25][CH:26]=3)[OH:1])[N:7]=2)[CH2:9]1. Given the reactants [OH:1][CH:2]([C:21]1[CH:26]=[CH:25][CH:24]=[CH:23][CH:22]=1)[C:3]1[N:7]=[C:6]([C@H:8]2[CH2:12][CH2:11][C@H:10]([NH:13]C(=O)OC(C)(C)C)[CH2:9]2)[O:5][N:4]=1.FC(F)(F)C(O)=O, predict the reaction product. (3) Given the reactants CC([CH:5]1[C:11]2[CH:12]=[CH:13][C:14]([C:16]3[N:20]=[C:19]([C:21]4[CH:26]=[CH:25][C:24]([C:27]5[CH:32]=[CH:31][CH:30]=[CH:29][CH:28]=5)=[C:23]([C:33]([F:36])([F:35])[F:34])[CH:22]=4)[O:18][N:17]=3)=[CH:15][C:10]=2[CH2:9][CH2:8][N:7](C([O-])=O)[CH2:6]1)(C)C.[ClH:40], predict the reaction product. The product is: [ClH:40].[F:36][C:33]([F:34])([F:35])[C:23]1[CH:22]=[C:21]([C:19]2[O:18][N:17]=[C:16]([C:14]3[CH:13]=[CH:12][C:11]4[CH2:5][CH2:6][NH:7][CH2:8][CH2:9][C:10]=4[CH:15]=3)[N:20]=2)[CH:26]=[CH:25][C:24]=1[C:27]1[CH:28]=[CH:29][CH:30]=[CH:31][CH:32]=1. (4) The product is: [C:53]([O:56][C@@H:57]([CH3:61])[C:58]([N:26]([CH2:27][C@H:28]1[C@@H:32]([F:33])[CH2:31][N:30]([C:34]([O:36][CH2:37][C:38]2[CH:39]=[CH:40][CH:41]=[CH:42][CH:43]=2)=[O:35])[CH2:29]1)[C@@H:21]([C:9]1[N:10]=[C:11]([C:13]2[CH:18]=[C:17]([F:19])[CH:16]=[CH:15][C:14]=2[F:20])[S:12][C:8]=1[CH2:1][C:2]1[CH:7]=[CH:6][CH:5]=[CH:4][CH:3]=1)[C:22]([CH3:25])([CH3:24])[CH3:23])=[O:59])(=[O:55])[CH3:54]. Given the reactants [CH2:1]([C:8]1[S:12][C:11]([C:13]2[CH:18]=[C:17]([F:19])[CH:16]=[CH:15][C:14]=2[F:20])=[N:10][C:9]=1[C@H:21]([NH:26][CH2:27][C@H:28]1[C@@H:32]([F:33])[CH2:31][N:30]([C:34]([O:36][CH2:37][C:38]2[CH:43]=[CH:42][CH:41]=[CH:40][CH:39]=2)=[O:35])[CH2:29]1)[C:22]([CH3:25])([CH3:24])[CH3:23])[C:2]1[CH:7]=[CH:6][CH:5]=[CH:4][CH:3]=1.C(N(CC)C(C)C)(C)C.[C:53]([O:56][C@@H:57]([CH3:61])[C:58](Cl)=[O:59])(=[O:55])[CH3:54], predict the reaction product.